From a dataset of Forward reaction prediction with 1.9M reactions from USPTO patents (1976-2016). Predict the product of the given reaction. (1) Given the reactants FC(F)(F)C(O)=O.[NH:8]1[C:17]2[CH2:16][NH:15][CH2:14][CH2:13][C:12]=2[CH:11]=[CH:10][C:9]1=[O:18].C(N(CC)CC)C.[C:26](O[C:26]([O:28][C:29]([CH3:32])([CH3:31])[CH3:30])=[O:27])([O:28][C:29]([CH3:32])([CH3:31])[CH3:30])=[O:27].O, predict the reaction product. The product is: [O:18]=[C:9]1[CH:10]=[CH:11][C:12]2[CH2:13][CH2:14][N:15]([C:26]([O:28][C:29]([CH3:32])([CH3:31])[CH3:30])=[O:27])[CH2:16][C:17]=2[NH:8]1. (2) Given the reactants COC1C=CC(N2CCN(CCC3C=CC=CC=3)CC2)=CC=1C.[F:24][C:25]1[CH:30]=[C:29]([O:31]C)[C:28]([F:33])=[CH:27][C:26]=1[N:34]1[CH2:39][CH2:38][N:37]([CH2:40][CH2:41][C:42]2[CH:47]=[CH:46][CH:45]=[CH:44][CH:43]=2)[CH2:36][CH2:35]1, predict the reaction product. The product is: [F:33][C:28]1[CH:27]=[C:26]([N:34]2[CH2:39][CH2:38][N:37]([CH2:40][CH2:41][C:42]3[CH:47]=[CH:46][CH:45]=[CH:44][CH:43]=3)[CH2:36][CH2:35]2)[C:25]([F:24])=[CH:30][C:29]=1[OH:31]. (3) Given the reactants [NH2:1][C:2]1[N:6]([CH:7]2[CH2:12][CH2:11][CH2:10][N:9]([C:13]#[N:14])[CH2:8]2)[N:5]=[C:4]([C:15]2[CH:20]=[CH:19][C:18]([CH2:21][C:22]3[CH:27]=[CH:26][CH:25]=[CH:24][CH:23]=3)=[CH:17][CH:16]=2)[C:3]=1[C:28]([NH2:30])=[O:29].[Cl-].[CH3:32]C1C=C(C=CC=1)C[Zn+], predict the reaction product. The product is: [NH2:1][C:2]1[N:6]([CH:7]2[CH2:12][CH2:11][CH2:10][N:9]([C:13]#[N:14])[CH2:8]2)[N:5]=[C:4]([C:15]2[CH:20]=[CH:19][C:18]([CH2:21][C:22]3[CH:23]=[CH:24][CH:25]=[C:26]([CH3:32])[CH:27]=3)=[CH:17][CH:16]=2)[C:3]=1[C:28]([NH2:30])=[O:29]. (4) Given the reactants [Br:1][C:2]1[C:3]([F:12])=[C:4]2[C:10]([NH2:11])=[CH:9][NH:8][C:5]2=[N:6][CH:7]=1.[CH3:13][C:14](OC(C)=O)=[O:15], predict the reaction product. The product is: [Br:1][C:2]1[C:3]([F:12])=[C:4]2[C:10]([NH:11][C:14](=[O:15])[CH3:13])=[CH:9][NH:8][C:5]2=[N:6][CH:7]=1. (5) Given the reactants [F:1][C:2]([F:11])([F:10])[C:3]1[CH:4]=[C:5]([OH:9])[CH:6]=[CH:7][CH:8]=1.[F:12][C:13]1[CH:14]=[C:15]([CH:18]=[C:19]([F:22])[C:20]=1F)[CH:16]=[O:17], predict the reaction product. The product is: [F:12][C:13]1[CH:14]=[C:15]([CH:18]=[C:19]([F:22])[C:20]=1[O:9][C:5]1[CH:6]=[CH:7][CH:8]=[C:3]([C:2]([F:10])([F:11])[F:1])[CH:4]=1)[CH:16]=[O:17]. (6) Given the reactants C([O:3][C:4](=O)[CH:5]=[C:6]([CH2:16][NH:17][C:18]([O:20][C:21]([CH3:24])([CH3:23])[CH3:22])=[O:19])[CH2:7][NH:8][C:9]([O:11][C:12]([CH3:15])([CH3:14])[CH3:13])=[O:10])C.C(=O)=O.CC(C)=O.[H-].C([Al+]CC(C)C)C(C)C, predict the reaction product. The product is: [C:12]([O:11][C:9](=[O:10])[NH:8][CH2:7][C:6]([CH2:16][NH:17][C:18]([O:20][C:21]([CH3:24])([CH3:23])[CH3:22])=[O:19])=[CH:5][CH2:4][OH:3])([CH3:14])([CH3:15])[CH3:13].